Dataset: Full USPTO retrosynthesis dataset with 1.9M reactions from patents (1976-2016). Task: Predict the reactants needed to synthesize the given product. (1) Given the product [Br:21][C:20]1[C:3]([O:2][CH3:1])=[C:4]([CH:17]=[CH:18][CH:19]=1)[C:5]([O:7][CH2:8][P:9]([O:11][CH2:12][CH3:13])([O:14][CH2:15][CH3:16])=[O:10])=[O:6], predict the reactants needed to synthesize it. The reactants are: [CH3:1][O:2][C:3]1[CH:20]=[CH:19][CH:18]=[CH:17][C:4]=1[C:5]([O:7][CH2:8][P:9]([O:14][CH2:15][CH3:16])([O:11][CH2:12][CH3:13])=[O:10])=[O:6].[Br:21]Br. (2) Given the product [Cl:13][C:14]1[C:19]([C:21]([OH:23])=[O:22])=[N:18][CH:17]=[C:16]([Cl:20])[N:15]=1, predict the reactants needed to synthesize it. The reactants are: C(NC(C)C)(C)C.[Li]CCCC.[Cl:13][C:14]1[CH:19]=[N:18][CH:17]=[C:16]([Cl:20])[N:15]=1.[C:21](=[O:23])=[O:22]. (3) Given the product [CH3:24][O:23][C:18]1[CH:19]=[CH:20][CH:21]=[CH:22][C:17]=1[CH2:16][N:8]([CH2:9][C:10]1[CH:15]=[CH:14][CH:13]=[CH:12][N:11]=1)[CH2:7][CH2:6][CH2:5][CH2:4][CH2:3][CH2:2][N:34]1[CH2:35][CH2:36][CH:31]([C:25]2[CH:30]=[CH:29][CH:28]=[CH:27][CH:26]=2)[CH2:32][CH2:33]1, predict the reactants needed to synthesize it. The reactants are: Br[CH2:2][CH2:3][CH2:4][CH2:5][CH2:6][CH2:7][N:8]([CH2:16][C:17]1[CH:22]=[CH:21][CH:20]=[CH:19][C:18]=1[O:23][CH3:24])[CH2:9][C:10]1[CH:15]=[CH:14][CH:13]=[CH:12][N:11]=1.[C:25]1([CH:31]2[CH2:36][CH2:35][NH:34][CH2:33][CH2:32]2)[CH:30]=[CH:29][CH:28]=[CH:27][CH:26]=1.C([O-])([O-])=O.[K+].[K+]. (4) The reactants are: [CH3:1][O:2][C:3]1[C:12]([NH:13][C:14](=[O:18])OCC)=[N:11][C:10]2[C:5](=[CH:6][CH:7]=[C:8]([O:19][CH3:20])[CH:9]=2)[N:4]=1.[CH3:21][O:22][C:23]1[CH:24]=[C:25]([N:33]2[CH2:38][CH2:37][NH:36][CH2:35][CH2:34]2)[CH:26]=[C:27]([O:31][CH3:32])[C:28]=1[O:29][CH3:30]. Given the product [CH3:1][O:2][C:3]1[C:12]([NH:13][C:14]([N:36]2[CH2:35][CH2:34][N:33]([C:25]3[CH:24]=[C:23]([O:22][CH3:21])[C:28]([O:29][CH3:30])=[C:27]([O:31][CH3:32])[CH:26]=3)[CH2:38][CH2:37]2)=[O:18])=[N:11][C:10]2[C:5](=[CH:6][CH:7]=[C:8]([O:19][CH3:20])[CH:9]=2)[N:4]=1, predict the reactants needed to synthesize it. (5) Given the product [NH2:1][C:2]1[N:3]=[CH:4][N:5]=[C:6]([NH:11][C:12]2[CH:26]=[CH:25][C:15]([NH:16][C:17](=[O:24])[C:18]3[CH:23]=[CH:22][CH:21]=[CH:20][CH:19]=3)=[CH:14][CH:13]=2)[C:7]=1[CH:8]=[O:9], predict the reactants needed to synthesize it. The reactants are: [NH2:1][C:2]1[C:7]([CH:8]=[O:9])=[C:6](Cl)[N:5]=[CH:4][N:3]=1.[NH2:11][C:12]1[CH:26]=[CH:25][C:15]([NH:16][C:17](=[O:24])[C:18]2[CH:23]=[CH:22][CH:21]=[CH:20][CH:19]=2)=[CH:14][CH:13]=1.C(=O)(O)[O-].[Na+]. (6) Given the product [ClH:59].[F:1][C:2]1[CH:9]=[CH:8][C:5]([CH2:6][O:7][NH2:15])=[C:4]([O:10][CH3:11])[CH:3]=1, predict the reactants needed to synthesize it. The reactants are: [F:1][C:2]1[CH:9]=[CH:8][C:5]([CH:6]=[O:7])=[C:4]([O:10][CH3:11])[CH:3]=1.[BH4-].[Na+].O[N:15]1C(=O)C2=CC=CC=C2C1=O.C1(P(C2C=CC=CC=2)C2C=CC=CC=2)C=CC=CC=1.N(C(OC(C)C)=O)=NC(OC(C)C)=O.[ClH:59].O1CCOCC1. (7) The reactants are: N[C@H](C1C=CC=CC=1)C[N:4]1[C:9](=[O:10])[C:8](Br)=[CH:7][N:6]([CH2:12][C:13]2[C:18]([C:19]([F:22])([F:21])[F:20])=[CH:17][CH:16]=[CH:15][C:14]=2[F:23])[C:5]1=[O:24].[Cl:31][C:32]1[CH:37]=[CH:36][CH:35]=[CH:34][C:33]=1B(O)O.C([O-])([O-])=O.[Na+].[Na+]. Given the product [Cl:31][C:32]1[CH:37]=[CH:36][CH:35]=[CH:34][C:33]=1[C:8]1[C:9](=[O:10])[NH:4][C:5](=[O:24])[N:6]([CH2:12][C:13]2[C:18]([C:19]([F:22])([F:21])[F:20])=[CH:17][CH:16]=[CH:15][C:14]=2[F:23])[CH:7]=1, predict the reactants needed to synthesize it. (8) Given the product [F:1][C:2]1[CH:3]=[C:4]([CH:9]([OH:13])[C:10]([NH:14][CH2:15][CH2:16][CH2:17][N:18]2[CH2:23][CH2:22][CH:21]([C:24]3[CH:25]=[C:26]([NH:31][C:32](=[O:36])[CH:33]([CH3:34])[CH3:35])[CH:27]=[CH:28][C:29]=3[CH3:30])[CH2:20][CH2:19]2)=[O:12])[CH:5]=[CH:6][C:7]=1[F:8], predict the reactants needed to synthesize it. The reactants are: [F:1][C:2]1[CH:3]=[C:4]([CH:9]([OH:13])[C:10]([OH:12])=O)[CH:5]=[CH:6][C:7]=1[F:8].[NH2:14][CH2:15][CH2:16][CH2:17][N:18]1[CH2:23][CH2:22][CH:21]([C:24]2[CH:25]=[C:26]([NH:31][C:32](=[O:36])[CH:33]([CH3:35])[CH3:34])[CH:27]=[CH:28][C:29]=2[CH3:30])[CH2:20][CH2:19]1. (9) Given the product [Cl:1][C:2]1[C:7]([CH3:8])=[CH:6][CH:5]=[CH:4][C:3]=1[O:9][CH:12]([CH2:13][O:14][CH3:15])[C:10]#[N:11], predict the reactants needed to synthesize it. The reactants are: [Cl:1][C:2]1[C:7]([CH3:8])=[CH:6][CH:5]=[CH:4][C:3]=1[OH:9].[C:10]([CH:12](OS(C)(=O)=O)[CH2:13][O:14][CH3:15])#[N:11].C([O-])([O-])=O.[K+].[K+]. (10) Given the product [NH2:1][C:2]1[C:3]([Cl:40])=[C:4]([C:9]2[N:10]=[C:11]([CH:37]3[CH2:38][CH2:39]3)[NH:12][C:13]=2[C:14]2[CH:19]=[CH:18][N:17]=[C:16]([NH:20][CH2:21][C@@H:22]([NH:24][C:25](=[O:28])[O:26][CH3:27])[CH3:23])[N:15]=2)[CH:5]=[C:6]([F:8])[CH:7]=1, predict the reactants needed to synthesize it. The reactants are: [NH2:1][C:2]1[C:3]([Cl:40])=[C:4]([C:9]2[N:10]=[C:11]([CH:37]3[CH2:39][CH2:38]3)[N:12](COCC[Si](C)(C)C)[C:13]=2[C:14]2[CH:19]=[CH:18][N:17]=[C:16]([NH:20][CH2:21][C@@H:22]([NH:24][C:25](=[O:28])[O:26][CH3:27])[CH3:23])[N:15]=2)[CH:5]=[C:6]([F:8])[CH:7]=1.C1(C)C=CC(S(O)(=O)=O)=CC=1.